From a dataset of Catalyst prediction with 721,799 reactions and 888 catalyst types from USPTO. Predict which catalyst facilitates the given reaction. Reactant: [Br:1][C:2]1[CH:3]=[C:4]([C:13]([O:15][CH3:16])=[O:14])[CH:5]=[C:6]2[C:11]=1[NH:10][CH:9]=[CH:8][C:7]2=O.P(Br)(Br)[Br:18].C([O-])(O)=O.[Na+]. Product: [Br:18][C:7]1[C:6]2[C:11](=[C:2]([Br:1])[CH:3]=[C:4]([C:13]([O:15][CH3:16])=[O:14])[CH:5]=2)[N:10]=[CH:9][CH:8]=1. The catalyst class is: 18.